Dataset: Catalyst prediction with 721,799 reactions and 888 catalyst types from USPTO. Task: Predict which catalyst facilitates the given reaction. (1) Reactant: C(OC([N:8]1[C@H:12]([CH2:13][O:14][C:15]2[CH:20]=[CH:19][CH:18]=[CH:17][CH:16]=2)[CH2:11][O:10]C1(C)C)=O)(C)(C)C.Cl. Product: [NH2:8][C@H:12]([CH2:13][O:14][C:15]1[CH:20]=[CH:19][CH:18]=[CH:17][CH:16]=1)[CH2:11][OH:10]. The catalyst class is: 12. (2) Reactant: [Cl:1][C:2]1[CH:43]=[CH:42][C:5]2[N:6]([S:31]([C:34]3[CH:39]=[CH:38][C:37]([O:40][CH3:41])=[CH:36][CH:35]=3)(=[O:33])=[O:32])[C:7](=[O:30])[N:8]([CH:9]([C:24]3[CH:29]=[CH:28][CH:27]=[CH:26][CH:25]=3)[C:10](=[O:23])[N:11]3[CH2:16][CH2:15][N:14]([CH:17]4[CH2:22][CH2:21][NH:20][CH2:19][CH2:18]4)[CH2:13][CH2:12]3)[C:4]=2[CH:3]=1.[CH:44](=O)[CH2:45][CH3:46].C(O[BH-](OC(=O)C)OC(=O)C)(=O)C. Product: [Cl:1][C:2]1[CH:43]=[CH:42][C:5]2[N:6]([S:31]([C:34]3[CH:35]=[CH:36][C:37]([O:40][CH3:41])=[CH:38][CH:39]=3)(=[O:33])=[O:32])[C:7](=[O:30])[N:8]([CH:9]([C:24]3[CH:25]=[CH:26][CH:27]=[CH:28][CH:29]=3)[C:10](=[O:23])[N:11]3[CH2:12][CH2:13][N:14]([CH:17]4[CH2:18][CH2:19][N:20]([CH2:44][CH2:45][CH3:46])[CH2:21][CH2:22]4)[CH2:15][CH2:16]3)[C:4]=2[CH:3]=1. The catalyst class is: 1. (3) Reactant: [OH:1][CH2:2][C@H:3]1[CH2:8][CH2:7][O:6][CH2:5][C@@H:4]1[NH:9][C:10](=[O:16])[O:11][C:12]([CH3:15])([CH3:14])[CH3:13].[Cl:17][C:18]1[CH:19]=[N:20][N:21]([C:23]2[CH:28]=[CH:27][C:26](O)=[C:25]([F:30])[CH:24]=2)[CH:22]=1.C1CCN(C(N=NC(N2CCCCC2)=O)=O)CC1.P(CCCC)(CCCC)CCCC. Product: [Cl:17][C:18]1[CH:19]=[N:20][N:21]([C:23]2[CH:28]=[CH:27][C:26]([O:1][CH2:2][C@H:3]3[CH2:8][CH2:7][O:6][CH2:5][C@@H:4]3[NH:9][C:10](=[O:16])[O:11][C:12]([CH3:13])([CH3:15])[CH3:14])=[C:25]([F:30])[CH:24]=2)[CH:22]=1. The catalyst class is: 11. (4) Reactant: [Cl:1][C:2]1[C:10]2[C:6](=[C:7]3[NH:14][C:13]([CH:15]4[CH2:20][CH2:19][N:18](C(OC(C)(C)C)=O)[CH2:17][CH2:16]4)=[CH:12][C:11](=[O:28])[N:8]3[N:9]=2)[CH:5]=[CH:4][CH:3]=1.Cl. Product: [ClH:1].[Cl:1][C:2]1[C:10]2[C:6](=[C:7]3[NH:8][C:11](=[O:28])[CH:12]=[C:13]([CH:15]4[CH2:20][CH2:19][NH:18][CH2:17][CH2:16]4)[N:14]3[N:9]=2)[CH:5]=[CH:4][CH:3]=1. The catalyst class is: 71. (5) Reactant: C(N(CC)CC)C.[Cl:8][C:9]1[CH:10]=[C:11]([C:15]2[N:20]=[C:19]([C:21]([OH:23])=O)[CH:18]=[N:17][C:16]=2[CH:24]2[CH2:26][CH2:25]2)[CH:12]=[CH:13][CH:14]=1.CN(C(ON1N=NC2C=CC=CC1=2)=[N+](C)C)C.[B-](F)(F)(F)F.CCN(C(C)C)C(C)C.Cl.[CH3:59][C:60]([CH3:67])([C:62]1[S:63][CH:64]=[CH:65][N:66]=1)[NH2:61]. Product: [CH3:59][C:60]([NH:61][C:21]([C:19]1[CH:18]=[N:17][C:16]([CH:24]2[CH2:26][CH2:25]2)=[C:15]([C:11]2[CH:12]=[CH:13][CH:14]=[C:9]([Cl:8])[CH:10]=2)[N:20]=1)=[O:23])([C:62]1[S:63][CH:64]=[CH:65][N:66]=1)[CH3:67]. The catalyst class is: 3. (6) Reactant: CCCC[N+](CCCC)(CCCC)CCCC.[F-].[C:19]([O:23][C:24](=[O:70])[NH:25][C@@H:26]([CH2:50][C@H:51]([CH2:55][C:56]1[CH:61]=[CH:60][C:59]([O:62][CH3:63])=[C:58]([O:64][CH2:65][CH2:66][CH2:67][O:68][CH3:69])[CH:57]=1)[CH:52]([CH3:54])[CH3:53])[C@@H:27]([O:42][Si](C(C)(C)C)(C)C)[CH2:28][C@H:29]([C:33](=[O:41])[NH:34][CH2:35][C:36]1([CH3:40])[CH2:39][O:38][CH2:37]1)[CH:30]([CH3:32])[CH3:31])([CH3:22])([CH3:21])[CH3:20].O. Product: [C:19]([O:23][C:24](=[O:70])[NH:25][C@@H:26]([CH2:50][C@H:51]([CH2:55][C:56]1[CH:61]=[CH:60][C:59]([O:62][CH3:63])=[C:58]([O:64][CH2:65][CH2:66][CH2:67][O:68][CH3:69])[CH:57]=1)[CH:52]([CH3:53])[CH3:54])[C@@H:27]([OH:42])[CH2:28][C@H:29]([C:33](=[O:41])[NH:34][CH2:35][C:36]1([CH3:40])[CH2:39][O:38][CH2:37]1)[CH:30]([CH3:31])[CH3:32])([CH3:20])([CH3:21])[CH3:22]. The catalyst class is: 1. (7) Product: [Cl:1][C:2]1[CH:7]=[CH:6][C:5]([C:8]2[N:12]3[CH2:13][CH2:14][N:15]([CH3:17])[CH2:16][C:11]3=[C:10]([C:18]([NH:31][C:32]3[CH:37]=[CH:36][C:35]([S:38](=[O:40])(=[O:39])[NH2:41])=[CH:34][CH:33]=3)=[O:20])[N:9]=2)=[C:4]([F:21])[CH:3]=1. The catalyst class is: 3. Reactant: [Cl:1][C:2]1[CH:7]=[CH:6][C:5]([C:8]2[N:12]3[CH2:13][CH2:14][N:15]([CH3:17])[CH2:16][C:11]3=[C:10]([C:18]([OH:20])=O)[N:9]=2)=[C:4]([F:21])[CH:3]=1.CCN(C(C)C)C(C)C.[NH2:31][C:32]1[CH:37]=[CH:36][C:35]([S:38]([NH2:41])(=[O:40])=[O:39])=[CH:34][CH:33]=1.CN(C(ON1N=NC2C=CC=CC1=2)=[N+](C)C)C.[B-](F)(F)(F)F. (8) Reactant: [Br:1][C:2]1[CH:11]=[C:10]2[C:5]([CH:6]=[CH:7][C:8]([O:12][CH:13]([CH2:22][CH3:23])[C:14]([NH:16][C:17]([CH3:21])([CH3:20])[CH2:18][OH:19])=[O:15])=[CH:9]2)=[CH:4][CH:3]=1.C(N(CC)C(C)C)(C)C.[CH3:33][O:34][CH2:35]Br.[Cl-].[NH4+]. Product: [Br:1][C:2]1[CH:11]=[C:10]2[C:5]([CH:6]=[CH:7][C:8]([O:12][CH:13]([CH2:22][CH3:23])[C:14]([NH:16][C:17]([CH3:20])([CH3:21])[CH2:18][O:19][CH2:33][O:34][CH3:35])=[O:15])=[CH:9]2)=[CH:4][CH:3]=1. The catalyst class is: 96. (9) Reactant: [CH:1]1([CH2:4][N:5]2[C:14](=[O:15])[C:13]3[C:8](=[CH:9][CH:10]=[C:11]([N+:16]([O-])=O)[CH:12]=3)[N:7]([CH:19]([CH3:21])[CH3:20])[C:6]2=[O:22])[CH2:3][CH2:2]1.CO.[H][H]. The catalyst class is: 354. Product: [NH2:16][C:11]1[CH:12]=[C:13]2[C:8](=[CH:9][CH:10]=1)[N:7]([CH:19]([CH3:21])[CH3:20])[C:6](=[O:22])[N:5]([CH2:4][CH:1]1[CH2:3][CH2:2]1)[C:14]2=[O:15]. (10) Reactant: [H-].[Na+].C(OP([CH2:11][C:12]([O:14][CH3:15])=[O:13])(=O)OCC)C.[CH2:16]([N:23]1[CH:27]=[CH:26][C:25]([CH:28]=O)=[CH:24]1)[C:17]1[CH:22]=[CH:21][CH:20]=[CH:19][CH:18]=1. Product: [CH2:16]([N:23]1[CH:27]=[CH:26][C:25]([CH:28]=[CH:11][C:12]([O:14][CH3:15])=[O:13])=[CH:24]1)[C:17]1[CH:18]=[CH:19][CH:20]=[CH:21][CH:22]=1. The catalyst class is: 3.